This data is from Peptide-MHC class II binding affinity with 134,281 pairs from IEDB. The task is: Regression. Given a peptide amino acid sequence and an MHC pseudo amino acid sequence, predict their binding affinity value. This is MHC class II binding data. (1) The peptide sequence is ANATVYMIDSVLMPP. The MHC is HLA-DPA10201-DPB10101 with pseudo-sequence HLA-DPA10201-DPB10101. The binding affinity (normalized) is 0.350. (2) The MHC is DRB4_0101 with pseudo-sequence DRB4_0103. The peptide sequence is PAEILRKSRRFAQALPVWAR. The binding affinity (normalized) is 0.457. (3) The peptide sequence is QDELIGRGRVSPGNG. The MHC is DRB3_0202 with pseudo-sequence DRB3_0202. The binding affinity (normalized) is 0.282.